Predict the reaction yield, written as a fraction of the theoretical maximum amount of product (1.0 means a 100% yield; for example, 0.34 means a 34% yield). From a dataset of Reaction yield outcomes from USPTO patents with 853,638 reactions. (1) The reactants are [Si]([O:8][CH2:9][CH:10]1[CH2:15][CH2:14][N:13]([C:16]2[CH:17]=[CH:18][C:19]([NH:22][C:23]3[N:24]=[CH:25][C:26]4[C:31]5[CH:32]=[CH:33][N:34]=[C:35]([F:36])[C:30]=5[N:29]([CH:37]5[CH2:41][CH2:40][CH2:39][CH2:38]5)[C:27]=4[N:28]=3)=[N:20][CH:21]=2)[CH2:12][CH2:11]1)(C(C)(C)C)(C)C.[F-].C([N+](CCCC)(CCCC)CCCC)CCC.C([O-])([O-])=O.[K+].[K+].Cl. The catalyst is C1COCC1.CO.C(O)C.C(OCC)C. The product is [CH:37]1([N:29]2[C:27]3[N:28]=[C:23]([NH:22][C:19]4[N:20]=[CH:21][C:16]([N:13]5[CH2:12][CH2:11][CH:10]([CH2:9][OH:8])[CH2:15][CH2:14]5)=[CH:17][CH:18]=4)[N:24]=[CH:25][C:26]=3[C:31]3[CH:32]=[CH:33][N:34]=[C:35]([F:36])[C:30]2=3)[CH2:38][CH2:39][CH2:40][CH2:41]1. The yield is 0.270. (2) The reactants are [CH2:1]([N:8]=[C:9]=[O:10])[CH2:2][CH2:3][CH2:4][CH2:5][CH2:6][CH3:7].[CH3:11][NH:12][C:13]1[CH:14]=[C:15]([C:19]2[CH:24]=[CH:23][C:22](/[CH:25]=[C:26](\[CH2:32][CH3:33])/[C:27]([O:29][CH2:30][CH3:31])=[O:28])=[CH:21][CH:20]=2)[CH:16]=[CH:17][CH:18]=1. No catalyst specified. The product is [CH2:1]([NH:8][C:9](=[O:10])[N:12]([C:13]1[CH:14]=[C:15]([C:19]2[CH:24]=[CH:23][C:22](/[CH:25]=[C:26](\[CH2:32][CH3:33])/[C:27]([O:29][CH2:30][CH3:31])=[O:28])=[CH:21][CH:20]=2)[CH:16]=[CH:17][CH:18]=1)[CH3:11])[CH2:2][CH2:3][CH2:4][CH2:5][CH2:6][CH3:7]. The yield is 0.980. (3) The reactants are [Cl:1][C:2]1[CH:7]=[CH:6][C:5]([C:8]2[O:12][N:11]=[CH:10][C:9]=2[C:13](OCC)=[O:14])=[CH:4][C:3]=1[F:18].[H-].C([Al+]CC(C)C)C(C)C.Cl. The catalyst is O1CCCC1. The product is [Cl:1][C:2]1[CH:7]=[CH:6][C:5]([C:8]2[O:12][N:11]=[CH:10][C:9]=2[CH2:13][OH:14])=[CH:4][C:3]=1[F:18]. The yield is 0.960. (4) The reactants are [F:1][C:2]1[CH:7]=[CH:6][C:5]([C@H:8]2[CH2:10][C@@H:9]2[CH2:11][OH:12])=[CH:4][CH:3]=1.[Br:13][C:14]1[N:21]=[CH:20][CH:19]=[C:18](Br)[C:15]=1[C:16]#[N:17]. No catalyst specified. The product is [Br:13][C:14]1[N:21]=[CH:20][CH:19]=[C:18]([O:12][CH2:11][C@H:9]2[CH2:10][C@@H:8]2[C:5]2[CH:4]=[CH:3][C:2]([F:1])=[CH:7][CH:6]=2)[C:15]=1[C:16]#[N:17]. The yield is 0.470. (5) The reactants are [CH2:1]([C:3]1[O:4][C:5]([C:8]2[CH:13]=[CH:12][C:11]([NH2:14])=[CH:10][CH:9]=2)=[CH:6][N:7]=1)[CH3:2].C([N:23]=[C:24]=[S:25])(=O)C1C=CC=CC=1.C(=O)([O-])[O-].[K+].[K+]. The catalyst is O1CCCC1.O. The product is [CH2:1]([C:3]1[O:4][C:5]([C:8]2[CH:13]=[CH:12][C:11]([NH:14][C:24]([NH2:23])=[S:25])=[CH:10][CH:9]=2)=[CH:6][N:7]=1)[CH3:2]. The yield is 0.440. (6) The catalyst is CN(C=O)C. The reactants are [CH2:1]([N:5]1[C:13]2[C:8](=[CH:9][C:10]([OH:14])=[CH:11][CH:12]=2)[CH:7]=[N:6]1)[CH:2]([CH3:4])[CH3:3].C([O-])([O-])=O.[K+].[K+].F[C:22]1[CH:29]=[CH:28][C:27]([F:30])=[CH:26][C:23]=1[C:24]#[N:25]. The yield is 0.810. The product is [F:30][C:27]1[CH:28]=[CH:29][C:22]([O:14][C:10]2[CH:9]=[C:8]3[C:13](=[CH:12][CH:11]=2)[N:5]([CH2:1][CH:2]([CH3:4])[CH3:3])[N:6]=[CH:7]3)=[C:23]([CH:26]=1)[C:24]#[N:25]. (7) The reactants are [NH2:1][CH2:2][C@@H:3]1[CH2:7][CH2:6][N:5]([C:8]([O:10][C:11]([CH3:14])([CH3:13])[CH3:12])=[O:9])[CH2:4]1.[C:15](N1C=CN=C1)(N1C=CN=C1)=[S:16].[Br:27][C:28]1[CH:37]=[CH:36][C:31]([C:32]([NH:34][NH2:35])=[O:33])=[CH:30][CH:29]=1. The catalyst is C(Cl)Cl. The product is [Br:27][C:28]1[CH:37]=[CH:36][C:31]([C:32]([NH:34][NH:35][C:15]([NH:1][CH2:2][C@@H:3]2[CH2:7][CH2:6][N:5]([C:8]([O:10][C:11]([CH3:14])([CH3:13])[CH3:12])=[O:9])[CH2:4]2)=[S:16])=[O:33])=[CH:30][CH:29]=1. The yield is 0.750. (8) The yield is 0.800. The catalyst is C1COCC1.[Cu](I)I. The product is [CH2:12]([O:14][C:15](=[O:22])[CH:16]([C:2]1[CH:3]=[C:4]2[C:9](=[CH:10][CH:11]=1)[N:8]=[CH:7][N:6]=[CH:5]2)[C:17]([O:19][CH2:20][CH3:21])=[O:18])[CH3:13]. The reactants are I[C:2]1[CH:3]=[C:4]2[C:9](=[CH:10][CH:11]=1)[N:8]=[CH:7][N:6]=[CH:5]2.[CH2:12]([O:14][C:15](=[O:22])[CH2:16][C:17]([O:19][CH2:20][CH3:21])=[O:18])[CH3:13].C1(C2C=CC=CC=2)C(O)=CC=CC=1.C(=O)([O-])[O-].[Cs+].[Cs+].[Cl-].[NH4+].